Predict the reactants needed to synthesize the given product. From a dataset of Full USPTO retrosynthesis dataset with 1.9M reactions from patents (1976-2016). (1) Given the product [O:1]1[C:5]2[CH:6]=[CH:7][C:8]([CH:10]([C:19]3[CH:20]=[CH:21][CH:22]=[CH:23][CH:24]=3)[CH2:11][CH:12]=[O:13])=[CH:9][C:4]=2[O:3][CH2:2]1, predict the reactants needed to synthesize it. The reactants are: [O:1]1[C:5]2[CH:6]=[CH:7][C:8]([CH:10]([C:19]3[CH:24]=[CH:23][CH:22]=[CH:21][CH:20]=3)[CH2:11][C:12](OC(C)(C)C)=[O:13])=[CH:9][C:4]=2[O:3][CH2:2]1.[H-].C([Al+]CC(C)C)C(C)C.CO.C(O)(=O)CC(CC(O)=O)(C(O)=O)O. (2) Given the product [CH3:7][S:8]([O-:11])(=[O:10])=[O:9].[Cu+2:1].[CH3:7][S:8]([O-:11])(=[O:10])=[O:9].[Cu:1], predict the reactants needed to synthesize it. The reactants are: [Cu:1].O.OO.O=O.[CH3:7][S:8]([OH:11])(=[O:10])=[O:9]. (3) Given the product [C:21]([O-:24])(=[O:23])[CH3:22].[Co+2:19].[C:21]([O-:24])(=[O:23])[CH3:22], predict the reactants needed to synthesize it. The reactants are: O=O.[CH-]=O.[CH-]=O.[C-]#[O+].[C-]#[O+].[C-]#[O+].[C-]#[O+].[C-]#[O+].[C-]#[O+].[Co:19].[Co+2].[C:21]([OH:24])(=[O:23])[CH3:22]. (4) Given the product [C:22]([O:1]/[N:2]=[C:3](\[NH2:21])/[CH2:4][C:5]1([C:15]2[CH:16]=[CH:17][CH:18]=[CH:19][CH:20]=2)[CH2:6][CH2:7][C:8]2([O:9][CH2:10][CH2:11][O:12]2)[CH2:13][CH2:14]1)(=[O:24])[CH3:23], predict the reactants needed to synthesize it. The reactants are: [OH:1][NH:2][C:3](=[NH:21])[CH2:4][C:5]1([C:15]2[CH:20]=[CH:19][CH:18]=[CH:17][CH:16]=2)[CH2:14][CH2:13][C:8]2([O:12][CH2:11][CH2:10][O:9]2)[CH2:7][CH2:6]1.[C:22](OC(=O)C)(=[O:24])[CH3:23].CCCCCC. (5) Given the product [N+:9]([C:12]1[CH:28]=[CH:27][C:15]2[CH2:16][C:17]3[CH:26]=[CH:25][CH:24]=[CH:23][C:18]=3[NH:19][S:20](=[O:22])(=[O:21])[C:14]=2[CH:13]=1)([O-:11])=[O:10], predict the reactants needed to synthesize it. The reactants are: C1(N)C=CC=CC=1N.[N+:9]([C:12]1[CH:28]=[CH:27][C:15]2[CH2:16][C:17]3[CH:26]=[CH:25][CH:24]=[CH:23][C:18]=3[NH:19][S:20](=[O:22])(=[O:21])[C:14]=2[CH:13]=1)([O-:11])=[O:10].S(Cl)Cl.C(OCC)C. (6) Given the product [CH3:15][C:16]1[CH:21]=[CH:20][N:19]=[C:18]([C:22](=[O:24])[CH2:23][C:2](=[O:4])[C:1]([O:8][CH2:9][CH3:10])=[O:7])[CH:17]=1, predict the reactants needed to synthesize it. The reactants are: [C:1]([O:8][CH2:9][CH3:10])(=[O:7])[C:2]([O:4]CC)=O.[O-]CC.[Na+].[CH3:15][C:16]1[CH:21]=[CH:20][N:19]=[C:18]([C:22](=[O:24])[CH3:23])[CH:17]=1.O. (7) Given the product [C:37]([C:27]1[CH:26]=[C:25]([F:56])[C:24]([N:21]2[CH2:20][CH2:19][CH:18]([C:16]([OH:17])=[O:15])[CH2:23][CH2:22]2)=[N:29][C:28]=1[CH2:30][N:31]1[CH2:35][CH2:34][CH2:33][C:32]1=[O:36])(=[O:38])[CH2:39][CH2:54][CH3:55], predict the reactants needed to synthesize it. The reactants are: C(O)(C(F)(F)F)=O.C(Cl)Cl.C([O:15][C:16]([CH:18]1[CH2:23][CH2:22][N:21]([C:24]2[N:29]=[C:28]([CH2:30][N:31]3[CH2:35][CH2:34][CH2:33][C:32]3=[O:36])[C:27]([C:37]([C:39]([CH2:54][CH3:55])(C(OC(C)(C)C)=O)C(OC(C)(C)C)=O)=[O:38])=[CH:26][C:25]=2[F:56])[CH2:20][CH2:19]1)=[O:17])(C)(C)C.